From a dataset of Reaction yield outcomes from USPTO patents with 853,638 reactions. Predict the reaction yield, written as a fraction of the theoretical maximum amount of product (1.0 means a 100% yield; for example, 0.34 means a 34% yield). (1) The reactants are Cl.[N+:2]([C:5]1[CH:10]=[C:9]([C:11]([F:14])([F:13])[F:12])[CH:8]=[CH:7][C:6]=1[S:15]([N:18]1[CH2:23][CH2:22][NH:21][CH2:20][C:19]1=[O:24])(=[O:17])=[O:16])([O-:4])=[O:3].[N:25]1([CH2:34][C:35](O)=[O:36])[CH:33]=[C:31]([CH3:32])[C:29](=[O:30])[NH:28][C:26]1=[O:27]. No catalyst specified. The product is [N+:2]([C:5]1[CH:10]=[C:9]([C:11]([F:12])([F:13])[F:14])[CH:8]=[CH:7][C:6]=1[S:15]([N:18]1[CH2:23][CH2:22][N:21]([C:35](=[O:36])[CH2:34][N:25]2[CH:33]=[C:31]([CH3:32])[C:29](=[O:30])[NH:28][C:26]2=[O:27])[CH2:20][C:19]1=[O:24])(=[O:17])=[O:16])([O-:4])=[O:3]. The yield is 0.940. (2) The reactants are [CH2:1]([O:8][C:9]1[CH:10]=[C:11]([CH:22]=[CH:23][CH:24]=1)[O:12][C:13]1[CH:20]=[CH:19][C:16]([CH:17]=[O:18])=[C:15](Br)[CH:14]=1)[C:2]1[CH:7]=[CH:6][CH:5]=[CH:4][CH:3]=1.[B:25]1([B:25]2[O:29][C:28]([CH3:31])([CH3:30])[C:27]([CH3:33])([CH3:32])[O:26]2)[O:29][C:28]([CH3:31])([CH3:30])[C:27]([CH3:33])([CH3:32])[O:26]1.CC([O-])=O.[K+]. The catalyst is O1CCOCC1.C1C=CC(P(C2C=CC=CC=2)[C-]2C=CC=C2)=CC=1.C1C=CC(P(C2C=CC=CC=2)[C-]2C=CC=C2)=CC=1.Cl[Pd]Cl.[Fe+2]. The product is [CH2:1]([O:8][C:9]1[CH:10]=[C:11]([CH:22]=[CH:23][CH:24]=1)[O:12][C:13]1[CH:20]=[CH:19][C:16]([CH:17]=[O:18])=[C:15]([B:25]2[O:29][C:28]([CH3:31])([CH3:30])[C:27]([CH3:33])([CH3:32])[O:26]2)[CH:14]=1)[C:2]1[CH:7]=[CH:6][CH:5]=[CH:4][CH:3]=1. The yield is 0.870. (3) The reactants are [CH2:1]([N:8]([CH2:20][CH2:21][OH:22])[C:9](=[O:19])[C:10]1[C:15]([F:16])=[CH:14][CH:13]=[C:12]([Br:17])[C:11]=1F)[C:2]1[CH:7]=[CH:6][CH:5]=[CH:4][CH:3]=1.[H-].[Na+]. The catalyst is CN(C)C=O. The product is [CH2:1]([N:8]1[C:9](=[O:19])[C:10]2[C:15]([F:16])=[CH:14][CH:13]=[C:12]([Br:17])[C:11]=2[O:22][CH2:21][CH2:20]1)[C:2]1[CH:7]=[CH:6][CH:5]=[CH:4][CH:3]=1. The yield is 0.986. (4) The yield is 0.870. The product is [C:12]1([C:10]2[N:7]=[C:5]([NH:4][C:1]([NH2:2])=[NH:3])[S:6][CH:9]=2)[CH:17]=[CH:16][CH:15]=[CH:14][CH:13]=1. The catalyst is CC(C)=O. The reactants are [C:1]([NH:4][C:5]([NH2:7])=[S:6])(=[NH:3])[NH2:2].Br[CH2:9][C:10]([C:12]1[CH:17]=[CH:16][CH:15]=[CH:14][CH:13]=1)=O. (5) The reactants are C(OC([N:8]1[CH2:17][CH:16]([O:18][CH2:19][CH3:20])[C:15]2[C:10](=[CH:11][C:12]([O:29][CH3:30])=[C:13]([O:21][CH2:22][C:23]3[CH:28]=[CH:27][CH:26]=[CH:25][CH:24]=3)[CH:14]=2)[CH2:9]1)=O)(C)(C)C.CO.C(Cl)(=O)C.C(Cl)Cl. The catalyst is C1COCC1.C(OCC)(=O)C.CO. The product is [CH2:22]([O:21][C:13]1[CH:14]=[C:15]2[C:10](=[CH:11][C:12]=1[O:29][CH3:30])[CH2:9][NH:8][CH2:17][CH:16]2[O:18][CH2:19][CH3:20])[C:23]1[CH:28]=[CH:27][CH:26]=[CH:25][CH:24]=1. The yield is 0.420. (6) The reactants are [CH2:1]([O:8][N:9]([CH2:12][C@H:13]([O:44][CH2:45][C:46]1[CH:51]=[CH:50][CH:49]=[CH:48][CH:47]=1)[C@H:14]([O:36][CH2:37][C:38]1[CH:43]=[CH:42][CH:41]=[CH:40][CH:39]=1)[C@H:15]([O:28][CH2:29][C:30]1[CH:35]=[CH:34][CH:33]=[CH:32][CH:31]=1)[CH2:16][O:17][Si](C(C)C)(C(C)C)C(C)C)[CH:10]=[O:11])[C:2]1[CH:7]=[CH:6][CH:5]=[CH:4][CH:3]=1.CCCC[N+](CCCC)(CCCC)CCCC.[F-]. The catalyst is C1COCC1. The product is [CH2:1]([O:8][N:9]([CH2:12][C@H:13]([O:44][CH2:45][C:46]1[CH:47]=[CH:48][CH:49]=[CH:50][CH:51]=1)[C@H:14]([O:36][CH2:37][C:38]1[CH:43]=[CH:42][CH:41]=[CH:40][CH:39]=1)[C@H:15]([O:28][CH2:29][C:30]1[CH:31]=[CH:32][CH:33]=[CH:34][CH:35]=1)[CH2:16][OH:17])[CH:10]=[O:11])[C:2]1[CH:7]=[CH:6][CH:5]=[CH:4][CH:3]=1. The yield is 0.870. (7) The reactants are [CH3:1][C:2]1[CH:7]=[CH:6][C:5]([C:8]2[N:9]([C:18]3[CH:23]=[CH:22][C:21]([S:24]([CH3:27])(=[O:26])=[O:25])=[CH:20][CH:19]=3)[CH2:10][C:11](O)([C:13]([F:16])([F:15])[F:14])[N:12]=2)=[CH:4][N:3]=1.O.C1(C)C=CC(S(O)(=O)=O)=CC=1. The catalyst is C1(C)C=CC=CC=1. The product is [CH3:1][C:2]1[CH:7]=[CH:6][C:5]([C:8]2[N:9]([C:18]3[CH:23]=[CH:22][C:21]([S:24]([CH3:27])(=[O:26])=[O:25])=[CH:20][CH:19]=3)[CH:10]=[C:11]([C:13]([F:15])([F:16])[F:14])[N:12]=2)=[CH:4][N:3]=1. The yield is 0.660. (8) The reactants are [NH2:1][C:2]1[CH:3]=[CH:4][C:5]([OH:12])=[C:6]([CH:11]=1)[C:7]([O:9][CH3:10])=[O:8].C(N(C(C)C)CC)(C)C.Cl[CH2:23][CH2:24][O:25][CH2:26][CH2:27]Cl.[I-].[Na+]. The catalyst is C1(C)C=CC=CC=1. The product is [OH:12][C:5]1[CH:4]=[CH:3][C:2]([N:1]2[CH2:27][CH2:26][O:25][CH2:24][CH2:23]2)=[CH:11][C:6]=1[C:7]([O:9][CH3:10])=[O:8]. The yield is 0.277. (9) The reactants are Br[C:2]1[CH:7]=[CH:6][C:5](F)=[CH:4][N:3]=1.N[C:10]1[N:14]([CH3:15])[C:13]2[CH:16]=[CH:17][CH:18]=[CH:19][C:12]=2[N:11]=1.C[C:21]1(C)[C:47]2[C:42](=C(P(C3C=CC=CC=3)C3C=CC=CC=3)C=CC=2)[O:41][C:23]2[C:24](P(C3C=CC=CC=3)C3C=CC=CC=3)=C[CH:26]=[CH:27][C:22]1=2.C([O-])([O-])=[O:63].[Cs+].[Cs+].[OH2:68]. The catalyst is O1CCOCC1.C1C=CC(/C=C/C(/C=C/C2C=CC=CC=2)=O)=CC=1.C1C=CC(/C=C/C(/C=C/C2C=CC=CC=2)=O)=CC=1.C1C=CC(/C=C/C(/C=C/C2C=CC=CC=2)=O)=CC=1.[Pd].[Pd]. The product is [O:68]1[C:19]2[CH:18]=[CH:17][CH:16]=[CH:13][C:12]=2[N:11]=[C:10]1[N:14]([C:2]1[CH:7]=[CH:6][CH:5]=[CH:4][N:3]=1)[CH2:15][CH2:26][CH2:27][CH2:22][CH2:21][CH2:47][C:42]([O:41][CH2:23][CH3:24])=[O:63]. The yield is 0.610. (10) The catalyst is O.CO. The product is [CH:1]1([CH:6]([C:11]2[CH:16]=[CH:15][C:14]([C:17]([F:18])([F:19])[F:20])=[CH:13][CH:12]=2)[C:7]([OH:9])=[O:8])[CH2:5][CH2:4][CH2:3][CH2:2]1. The yield is 0.963. The reactants are [CH:1]1([CH:6]([C:11]2[CH:16]=[CH:15][C:14]([C:17]([F:20])([F:19])[F:18])=[CH:13][CH:12]=2)[C:7]([O:9]C)=[O:8])[CH2:5][CH2:4][CH2:3][CH2:2]1.C1COCC1.[OH-].[Li+].Cl.